Predict the reactants needed to synthesize the given product. From a dataset of Full USPTO retrosynthesis dataset with 1.9M reactions from patents (1976-2016). (1) Given the product [CH3:12][O:11][C:9]1[CH:8]=[C:7]([CH2:13][NH:14][C:15]([C:17]2[CH:18]=[N:19][C:20]3[C:25]([C:26]=2[NH:27][C:28]2[CH:29]=[C:30]([CH:36]=[CH:37][CH:38]=2)[C:31]([OH:33])=[O:32])=[CH:24][CH:23]=[C:22]([C:39]2[C:40]([CH3:45])=[N:41][O:42][C:43]=2[CH3:44])[CH:21]=3)=[O:16])[CH:6]=[C:5]([O:4][CH3:3])[CH:10]=1, predict the reactants needed to synthesize it. The reactants are: [OH-].[Na+].[CH3:3][O:4][C:5]1[CH:6]=[C:7]([CH2:13][NH:14][C:15]([C:17]2[CH:18]=[N:19][C:20]3[C:25]([C:26]=2[NH:27][C:28]2[CH:29]=[C:30]([CH:36]=[CH:37][CH:38]=2)[C:31]([O:33]CC)=[O:32])=[CH:24][CH:23]=[C:22]([C:39]2[C:40]([CH3:45])=[N:41][O:42][C:43]=2[CH3:44])[CH:21]=3)=[O:16])[CH:8]=[C:9]([O:11][CH3:12])[CH:10]=1. (2) Given the product [F:9][C:3]1[CH:4]=[C:5]([OH:8])[CH:6]=[CH:7][C:2]=1[N:13]1[CH:12]=[C:11]([CH3:10])[CH:15]=[N:14]1, predict the reactants needed to synthesize it. The reactants are: Br[C:2]1[CH:7]=[CH:6][C:5]([OH:8])=[CH:4][C:3]=1[F:9].[CH3:10][C:11]1[CH:12]=[N:13][NH:14][CH:15]=1.N1C=CC=CC=1C(O)=O.C(=O)([O-])[O-].[Cs+].[Cs+]. (3) The reactants are: [CH3:1][O:2][C:3]1[N:8]=[C:7](Cl)[N:6]=[C:5]([Cl:10])[N:4]=1.CC(N)COCC(OCC(OCC(N)C)C)C.C(=O)([O-])[O-].[Na+].[Na+]. Given the product [Cl:10][C:5]1[N:4]=[C:3]([O:2][CH3:1])[N:8]=[CH:7][N:6]=1, predict the reactants needed to synthesize it. (4) The reactants are: [H-].[H-].[H-].[H-].[Li+].[Al+3].C[O:8][C:9]([C:11]1[N:12]([CH:16]2[C:25]3[C:20](=[CH:21][CH:22]=[CH:23][CH:24]=3)[N:19](C(=O)C3C=CC=CC=3)[CH2:18][C:17]2([CH3:35])[CH3:34])[CH:13]=[N:14][CH:15]=1)=O.[F-].[Na+].O. Given the product [CH3:34][C:17]1([CH3:35])[CH:16]([N:12]2[C:11]([CH2:9][OH:8])=[CH:15][N:14]=[CH:13]2)[C:25]2[C:20](=[CH:21][CH:22]=[CH:23][CH:24]=2)[NH:19][CH2:18]1, predict the reactants needed to synthesize it. (5) The reactants are: [CH2:1]([OH:8])[C:2]1[CH:7]=[CH:6][CH:5]=[CH:4][CH:3]=1.[Cl:9][C:10]1[C:15](Cl)=[CH:14][C:13]([NH2:17])=[C:12]([N+:18]([O-:20])=[O:19])[CH:11]=1.C(=O)([O-])[O-].[Cs+].[Cs+]. Given the product [CH2:1]([O:8][C:15]1[C:10]([Cl:9])=[CH:11][C:12]([N+:18]([O-:20])=[O:19])=[C:13]([NH2:17])[CH:14]=1)[C:2]1[CH:7]=[CH:6][CH:5]=[CH:4][CH:3]=1, predict the reactants needed to synthesize it. (6) Given the product [C:1]1([S:7]([C:10]2([S:11]([C:14]3[CH:15]=[CH:16][CH:17]=[CH:18][CH:19]=3)(=[O:13])=[O:12])[CH2:23][CH2:22][CH2:21]2)(=[O:8])=[O:9])[CH:2]=[CH:3][CH:4]=[CH:5][CH:6]=1, predict the reactants needed to synthesize it. The reactants are: [C:1]1([S:7]([CH2:10][S:11]([C:14]2[CH:19]=[CH:18][CH:17]=[CH:16][CH:15]=2)(=[O:13])=[O:12])(=[O:9])=[O:8])[CH:6]=[CH:5][CH:4]=[CH:3][CH:2]=1.Br[CH2:21][CH2:22][CH2:23]Br.[OH-].[Na+].[Cl-].[NH4+]. (7) Given the product [C:13]([C@@:10]1([CH2:15][CH3:16])[CH2:11][CH2:12][N:8]([C:6]2[CH:5]=[CH:4][N:3]=[C:2]([NH:18][C:19]3[CH:20]=[CH:21][C:22]([C:25]([NH2:27])=[O:26])=[N:23][CH:24]=3)[N:7]=2)[C:9]1=[O:17])#[N:14], predict the reactants needed to synthesize it. The reactants are: Cl[C:2]1[N:7]=[C:6]([N:8]2[CH2:12][CH2:11][C@:10]([CH2:15][CH3:16])([C:13]#[N:14])[C:9]2=[O:17])[CH:5]=[CH:4][N:3]=1.[NH2:18][C:19]1[CH:20]=[CH:21][C:22]([C:25]([NH2:27])=[O:26])=[N:23][CH:24]=1.C(=O)([O-])[O-].[Cs+].[Cs+].C1(P(C2C=CC=CC=2)C2C=CC3C(=CC=CC=3)C=2C2C3C(=CC=CC=3)C=CC=2P(C2C=CC=CC=2)C2C=CC=CC=2)C=CC=CC=1. (8) Given the product [CH:14]([CH:8]([CH2:7][C:5]1[CH:6]=[N:1][CH:2]=[N:3][CH:4]=1)[C:9]([O:11][CH2:12][CH3:13])=[O:10])=[O:15], predict the reactants needed to synthesize it. The reactants are: [N:1]1[CH:6]=[C:5]([CH2:7][CH2:8][C:9]([O:11][CH2:12][CH3:13])=[O:10])[CH:4]=[N:3][CH:2]=1.[CH:14](OCC)=[O:15].[H-].[Na+].